From a dataset of Reaction yield outcomes from USPTO patents with 853,638 reactions. Predict the reaction yield, written as a fraction of the theoretical maximum amount of product (1.0 means a 100% yield; for example, 0.34 means a 34% yield). (1) The reactants are [OH:1][C:2]1[CH:7]=[CH:6][C:5]([NH:8][C:9]([C:11]2([C:14]([NH:16]C3C=CC(F)=CC=3)=[O:15])[CH2:13][CH2:12]2)=[O:10])=[CH:4][CH:3]=1.[CH3:24][O:25][C:26]1[CH:27]=[C:28]2[C:33](=[CH:34][C:35]=1[O:36][CH3:37])[N:32]=[CH:31][CH:30]=[C:29]2OS(C(F)(F)F)(=O)=O. The catalyst is N1C(C)=CC=CC=1C. The product is [CH3:24][O:25][C:26]1[CH:27]=[C:28]2[C:33](=[CH:34][C:35]=1[O:36][CH3:37])[N:32]=[CH:31][CH:30]=[C:29]2[O:1][C:2]1[CH:3]=[CH:4][C:5]([NH:8][C:9]([C:11]2([C:14]([NH2:16])=[O:15])[CH2:12][CH2:13]2)=[O:10])=[CH:6][CH:7]=1. The yield is 0.440. (2) The product is [N:16]([CH2:2][C:3]1[CH:8]=[CH:7][C:6]([F:9])=[CH:5][C:4]=1[S:10]([N:13]([CH3:15])[CH3:14])(=[O:12])=[O:11])=[N+:17]=[N-:18]. The reactants are Br[CH2:2][C:3]1[CH:8]=[CH:7][C:6]([F:9])=[CH:5][C:4]=1[S:10]([N:13]([CH3:15])[CH3:14])(=[O:12])=[O:11].[N-:16]=[N+:17]=[N-:18].[Na+]. The yield is 0.870. The catalyst is CN(C)C=O. (3) The reactants are [Br:1][C:2]1[CH:3]=[C:4]([S:8][CH2:9][CH:10](OC)OC)[CH:5]=[CH:6][CH:7]=1. The catalyst is ClC1C=CC=CC=1. The product is [Br:1][C:2]1[C:3]2[CH:10]=[CH:9][S:8][C:4]=2[CH:5]=[CH:6][CH:7]=1.[Br:1][C:2]1[CH:7]=[CH:6][C:5]2[CH:10]=[CH:9][S:8][C:4]=2[CH:3]=1. The yield is 0.140. (4) The reactants are [N:1]1[CH:6]=[CH:5][CH:4]=[C:3]([NH:7][C:8]2[N:13]=[C:12]([C:14]3[S:18][C:17]([C:19]([OH:21])=O)=[CH:16][CH:15]=3)[CH:11]=[CH:10][N:9]=2)[CH:2]=1.CCN(C(C)C)C(C)C.CN(C(ON1N=NC2C=CC=NC1=2)=[N+](C)C)C.F[P-](F)(F)(F)(F)F.[CH2:55]([NH:57][CH2:58][CH2:59][C:60]#[N:61])[CH3:56]. The catalyst is CC(N(C)C)=O. The product is [C:60]([CH2:59][CH2:58][N:57]([CH2:55][CH3:56])[C:19]([C:17]1[S:18][C:14]([C:12]2[CH:11]=[CH:10][N:9]=[C:8]([NH:7][C:3]3[CH:2]=[N:1][CH:6]=[CH:5][CH:4]=3)[N:13]=2)=[CH:15][CH:16]=1)=[O:21])#[N:61]. The yield is 0.109. (5) The reactants are Cl.[F:2][C:3]1[CH:24]=[C:23]([OH:25])[CH:22]=[C:21]([F:26])[C:4]=1[CH2:5][N:6]1[C:10]2[N:11]=[C:12]([NH2:20])[N:13]=[C:14]([C:15]3[O:16][CH:17]=[CH:18][CH:19]=3)[C:9]=2[N:8]=[N:7]1.[CH3:27]I. The catalyst is CN(C=O)C.O. The product is [F:2][C:3]1[CH:24]=[C:23]([O:25][CH3:27])[CH:22]=[C:21]([F:26])[C:4]=1[CH2:5][N:6]1[C:10]2[N:11]=[C:12]([NH2:20])[N:13]=[C:14]([C:15]3[O:16][CH:17]=[CH:18][CH:19]=3)[C:9]=2[N:8]=[N:7]1. The yield is 1.00. (6) The reactants are [OH:1][C:2]1[CH:11]=[CH:10][C:5]([C:6]([O:8][CH3:9])=[O:7])=[CH:4][C:3]=1[O:12][CH3:13].Br[CH2:15][CH2:16][CH2:17][Cl:18].C(=O)([O-])[O-].[K+].[K+]. The catalyst is C(#N)C. The product is [Cl:18][CH2:17][CH2:16][CH2:15][O:1][C:2]1[CH:11]=[CH:10][C:5]([C:6]([O:8][CH3:9])=[O:7])=[CH:4][C:3]=1[O:12][CH3:13]. The yield is 0.989.